Dataset: Forward reaction prediction with 1.9M reactions from USPTO patents (1976-2016). Task: Predict the product of the given reaction. (1) The product is: [CH2:12]([N:7]1[C:8]2=[N:23][CH:24]=[N:28][C:1]([NH2:3])=[C:9]2[CH:5]=[N:6]1)[CH2:13][CH2:14][CH2:15][CH2:16][CH2:17][CH2:18][CH2:19][CH2:20][CH2:21][CH3:22].[CH2:29]([N:28]1[CH:24]=[C:25]2[C:26]([N:4]=[CH:5][N:6]=[C:40]2[NH2:41])=[N:27]1)[CH2:30][CH2:31][CH2:32][CH2:33][CH2:34][CH2:35][CH2:36][CH2:37][CH2:38][CH3:39]. Given the reactants [CH:1]([NH2:3])=O.[NH2:4][C:5]1[C:9](C#N)=[CH:8][N:7]([CH2:12][CH2:13][CH2:14][CH2:15][CH2:16][CH2:17][CH2:18][CH2:19][CH2:20][CH2:21][CH3:22])[N:6]=1.[NH2:23][C:24]1[N:28]([CH2:29][CH2:30][CH2:31][CH2:32][CH2:33][CH2:34][CH2:35][CH2:36][CH2:37][CH2:38][CH3:39])[N:27]=[CH:26][C:25]=1[C:40]#[N:41], predict the reaction product. (2) The product is: [N:1]1([CH2:6][CH2:7][NH:8][C:9]([C:11]2[S:15][C:14]([C:16]([NH:21][NH2:22])=[O:18])=[CH:13][CH:12]=2)=[O:10])[CH2:5][CH2:4][CH2:3][CH2:2]1. Given the reactants [N:1]1([CH2:6][CH2:7][NH:8][C:9]([C:11]2[S:15][C:14]([C:16]([O:18]C)=O)=[CH:13][CH:12]=2)=[O:10])[CH2:5][CH2:4][CH2:3][CH2:2]1.O.[NH2:21][NH2:22], predict the reaction product. (3) Given the reactants [OH:1][CH:2]([CH2:6][CH3:7])[C:3]([O-])=[O:4].[Li+].C1(C)C=CC(S(O)(=O)=O)=CC=1.[CH2:20]([O:27][C:28](=[O:31])[CH2:29][NH2:30])[C:21]1[CH:26]=[CH:25][CH:24]=[CH:23][CH:22]=1.O.ON1C2C=CC=CC=2N=N1.Cl.CN(C)CCCN=C=NCC, predict the reaction product. The product is: [CH2:20]([O:27][C:28](=[O:31])[CH2:29][NH:30][C:3](=[O:4])[CH:2]([OH:1])[CH2:6][CH3:7])[C:21]1[CH:26]=[CH:25][CH:24]=[CH:23][CH:22]=1. (4) Given the reactants [O:1]=[C:2]1[C:6]2([CH2:11][CH2:10][N:9]([C:12]([O:14][C:15]([CH3:18])([CH3:17])[CH3:16])=[O:13])[CH2:8][CH2:7]2)[N:5]([C:19]2[CH:24]=[CH:23][CH:22]=[CH:21][CH:20]=2)[CH2:4][NH:3]1.[C:25](=[O:28])([O-])[O-:26].[K+].[K+].Cl[CH2:32][C:33]([NH2:35])=[O:34].C(O[CH2:40][CH3:41])(=O)C, predict the reaction product. The product is: [NH2:35][C:33](=[O:34])[CH2:32][O:26][C:25]([C:8]1[CH:7]=[C:6]([CH:2]=[CH:40][CH:41]=1)[CH2:11][N:3]1[C:2](=[O:1])[C:6]2([CH2:7][CH2:8][N:9]([C:12]([O:14][C:15]([CH3:18])([CH3:17])[CH3:16])=[O:13])[CH2:10][CH2:11]2)[N:5]([C:19]2[CH:20]=[CH:21][CH:22]=[CH:23][CH:24]=2)[CH2:4]1)=[O:28]. (5) Given the reactants [NH2:1][C:2]1[C:7]([C:8]([O:10][CH2:11][CH3:12])=[O:9])=[CH:6][N:5]=[C:4](Cl)[C:3]=1[Cl:14].[NH:15]1[CH2:18][CH:17]([C:19]([O:21][C:22]([CH3:25])([CH3:24])[CH3:23])=[O:20])[CH2:16]1.CCN(C(C)C)C(C)C, predict the reaction product. The product is: [NH2:1][C:2]1[C:7]([C:8]([O:10][CH2:11][CH3:12])=[O:9])=[CH:6][N:5]=[C:4]([N:15]2[CH2:16][CH:17]([C:19]([O:21][C:22]([CH3:25])([CH3:24])[CH3:23])=[O:20])[CH2:18]2)[C:3]=1[Cl:14]. (6) Given the reactants [OH:1][C:2]1[CH:7]=[CH:6][C:5]([CH3:8])=[CH:4][C:3]=1[CH:9]([C:14]1[CH:19]=[CH:18][CH:17]=[CH:16][CH:15]=1)[CH2:10][C:11]([OH:13])=O.[NH2:20][CH2:21][C:22]([NH:24][CH:25]1[CH:30]2[CH:26]1[CH2:27][N:28]([CH2:31][C:32]1[CH:37]=[CH:36][CH:35]=[CH:34][CH:33]=1)[CH2:29]2)=[O:23].C(OC(NCC(O)=O)=O)(C)(C)C.C(N1CC2C(C2N)C1)C1C=CC=CC=1.CN1CCOCC1.C1C=CC2N(O)N=NC=2C=1, predict the reaction product. The product is: [CH2:31]([N:28]1[CH2:27][CH:26]2[CH:30]([CH:25]2[NH:24][C:22]([CH2:21][NH:20][C:11](=[O:13])[CH2:10][CH:9]([C:3]2[CH:4]=[C:5]([CH3:8])[CH:6]=[CH:7][C:2]=2[OH:1])[C:14]2[CH:19]=[CH:18][CH:17]=[CH:16][CH:15]=2)=[O:23])[CH2:29]1)[C:32]1[CH:33]=[CH:34][CH:35]=[CH:36][CH:37]=1.